This data is from hERG Central: cardiac toxicity at 1µM, 10µM, and general inhibition. The task is: Predict hERG channel inhibition at various concentrations. The molecule is CN(C)CC/C=C1/c2ccccc2Sc2ccc(Cl)cc21.Cl. Results: hERG_inhib (hERG inhibition (general)): blocker.